From a dataset of Peptide-MHC class I binding affinity with 185,985 pairs from IEDB/IMGT. Regression. Given a peptide amino acid sequence and an MHC pseudo amino acid sequence, predict their binding affinity value. This is MHC class I binding data. (1) The peptide sequence is YRYLCLIQKAL. The MHC is Mamu-B08 with pseudo-sequence Mamu-B08. The binding affinity (normalized) is 0.779. (2) The peptide sequence is QRKRRWRRRWQ. The MHC is Mamu-B03 with pseudo-sequence Mamu-B03. The binding affinity (normalized) is 0.274. (3) The peptide sequence is ASFKAGKLR. The MHC is HLA-B35:01 with pseudo-sequence HLA-B35:01. The binding affinity (normalized) is 0.0847. (4) The MHC is HLA-A11:01 with pseudo-sequence HLA-A11:01. The binding affinity (normalized) is 0. The peptide sequence is QFKQDSKYSH. (5) The peptide sequence is GLGQYIYET. The MHC is HLA-A02:03 with pseudo-sequence HLA-A02:03. The binding affinity (normalized) is 0.474. (6) The MHC is HLA-A24:02 with pseudo-sequence HLA-A24:02. The binding affinity (normalized) is 0.0875. The peptide sequence is ADIGEWAFW. (7) The peptide sequence is PLMGGAYIAFPTSCHMFI. The MHC is HLA-B57:01 with pseudo-sequence HLA-B57:01. The binding affinity (normalized) is 0.338. (8) The peptide sequence is RQQLEDIFM. The MHC is HLA-A02:01 with pseudo-sequence HLA-A02:01. The binding affinity (normalized) is 0.148. (9) The peptide sequence is YYQLESTQI. The MHC is HLA-A30:02 with pseudo-sequence HLA-A30:02. The binding affinity (normalized) is 0. (10) The peptide sequence is GPHETITAL. The MHC is HLA-B54:01 with pseudo-sequence HLA-B54:01. The binding affinity (normalized) is 0.216.